From a dataset of Full USPTO retrosynthesis dataset with 1.9M reactions from patents (1976-2016). Predict the reactants needed to synthesize the given product. Given the product [CH3:40][N:35]1[CH2:34][CH2:33][CH:32]([O:31][C:27]2[CH:26]=[C:25]([CH:23]([O:22][C:16]3[CH:15]=[C:14]([N:11]4[C:10]5[CH:38]=[CH:39][C:7]([C:5]6[CH:4]=[N:3][N:2]([CH3:1])[CH:6]=6)=[CH:8][C:9]=5[N:13]=[CH:12]4)[S:18][C:17]=3[C:19]([NH2:21])=[O:20])[CH3:24])[CH:30]=[CH:29][CH:28]=2)[CH2:37][CH2:36]1, predict the reactants needed to synthesize it. The reactants are: [CH3:1][N:2]1[CH:6]=[C:5]([C:7]2[CH:39]=[CH:38][C:10]3[N:11]([C:14]4[S:18][C:17]([C:19]([NH2:21])=[O:20])=[C:16]([O:22][CH:23]([C:25]5[CH:30]=[CH:29][CH:28]=[C:27]([O:31][CH:32]6[CH2:37][CH2:36][NH:35][CH2:34][CH2:33]6)[CH:26]=5)[CH3:24])[CH:15]=4)[CH:12]=[N:13][C:9]=3[CH:8]=2)[CH:4]=[N:3]1.[CH3:40]C(OCC1C2C(=CC=CC=2)C(COC(C)=O)=C2C=1C=CC=C2)=O.C=O.C(O[BH-](OC(=O)C)OC(=O)C)(=O)C.[Na+].[OH-].[Na+].